Dataset: Forward reaction prediction with 1.9M reactions from USPTO patents (1976-2016). Task: Predict the product of the given reaction. (1) The product is: [Cl:1][C@@H:2]([CH2:6][CH:7]([CH3:9])[CH3:8])[C:3]([Cl:13])=[O:4]. Given the reactants [Cl:1][C@@H:2]([CH2:6][CH:7]([CH3:9])[CH3:8])[C:3](O)=[O:4].C(Cl)(=O)C([Cl:13])=O, predict the reaction product. (2) Given the reactants [H-].[Na+].Cl[CH2:4][CH2:5][S:6](Cl)(=[O:8])=[O:7].[CH:10]1([O:16][C:17]2[N:22]=[CH:21][C:20]([C:23]3[C:24]([NH2:30])=[N:25][CH:26]=[C:27]([F:29])[CH:28]=3)=[CH:19][CH:18]=2)[CH2:15][CH2:14][CH2:13][CH2:12][CH2:11]1, predict the reaction product. The product is: [CH:10]1([O:16][C:17]2[N:22]=[CH:21][C:20]([C:23]3[C:24]4=[N:30][S:6](=[O:8])(=[O:7])[CH2:5][CH2:4][N:25]4[CH:26]=[C:27]([F:29])[CH:28]=3)=[CH:19][CH:18]=2)[CH2:11][CH2:12][CH2:13][CH2:14][CH2:15]1.